Dataset: Forward reaction prediction with 1.9M reactions from USPTO patents (1976-2016). Task: Predict the product of the given reaction. (1) Given the reactants Cl.[NH2:2][OH:3].C(=O)([O-])O.[Na+].[CH3:9][O:10][CH:11]([O:15][CH3:16])[CH2:12][C:13]#[N:14], predict the reaction product. The product is: [OH:3][NH:2][C:13](=[NH:14])[CH2:12][CH:11]([O:15][CH3:16])[O:10][CH3:9]. (2) Given the reactants [Cl:1][C:2]1[CH:30]=[CH:29][C:5]([CH2:6][O:7][C:8]2[C:9]([O:26][CH2:27][CH3:28])=[C:10]([CH:14](OC)[C:15]3[C:23]4[C:18](=[N:19][CH:20]=[CH:21][CH:22]=4)[NH:17][CH:16]=3)[CH:11]=[CH:12][CH:13]=2)=[CH:4][CH:3]=1.FC(F)(F)C(O)=O.C([SiH](CC)CC)C, predict the reaction product. The product is: [Cl:1][C:2]1[CH:3]=[CH:4][C:5]([CH2:6][O:7][C:8]2[C:9]([O:26][CH2:27][CH3:28])=[C:10]([CH:11]=[CH:12][CH:13]=2)[CH2:14][C:15]2[C:23]3[C:18](=[N:19][CH:20]=[CH:21][CH:22]=3)[NH:17][CH:16]=2)=[CH:29][CH:30]=1. (3) Given the reactants [Br:1][C:2]1[CH:3]=[C:4]2[C:8](=[CH:9][CH:10]=1)[N:7]([CH2:11][CH2:12][CH2:13][CH2:14][CH2:15][CH2:16][CH2:17][CH3:18])[CH:6]=[CH:5]2.C=O.[CH2:21]([NH:23][CH2:24]C)[CH3:22], predict the reaction product. The product is: [Br:1][C:2]1[CH:3]=[C:4]2[C:8](=[CH:9][CH:10]=1)[N:7]([CH2:11][CH2:12][CH2:13][CH2:14][CH2:15][CH2:16][CH2:17][CH3:18])[CH:6]=[C:5]2[CH2:24][NH:23][CH2:21][CH3:22]. (4) Given the reactants C[O:2][C:3](=[O:34])[C:4]1[CH:9]=[CH:8][C:7]([CH:10]([O:15][C:16]2[CH:21]=[C:20]([CH3:22])[C:19]([C:23]3[CH:28]=[CH:27][C:26]([C:29]([CH3:32])([CH3:31])[CH3:30])=[CH:25][CH:24]=3)=[C:18]([CH3:33])[CH:17]=2)[CH2:11][CH:12]([CH3:14])[CH3:13])=[CH:6][CH:5]=1.[OH-].[Na+].Cl, predict the reaction product. The product is: [C:29]([C:26]1[CH:25]=[CH:24][C:23]([C:19]2[C:18]([CH3:33])=[CH:17][C:16]([O:15][CH:10]([C:7]3[CH:6]=[CH:5][C:4]([C:3]([OH:34])=[O:2])=[CH:9][CH:8]=3)[CH2:11][CH:12]([CH3:14])[CH3:13])=[CH:21][C:20]=2[CH3:22])=[CH:28][CH:27]=1)([CH3:30])([CH3:31])[CH3:32]. (5) Given the reactants FC1C=C([C:12]2[N:17]=[C:16]3[N:18]([CH2:21][C:22]4[CH:23]=[C:24]5[C:29](=[CH:30][CH:31]=4)[N:28]=[CH:27][CH:26]=[CH:25]5)[N:19]=[N:20][C:15]3=[CH:14][CH:13]=2)C=CC=1C(NC)=O.[F:32][C:33]1[CH:38]=[CH:37][CH:36]=[CH:35][C:34]=1B(O)O.C(=O)([O-])[O-].[K+].[K+].O1CCOCC1, predict the reaction product. The product is: [F:32][C:33]1[CH:38]=[CH:37][CH:36]=[CH:35][C:34]=1[C:12]1[N:17]=[C:16]2[N:18]([CH2:21][C:22]3[CH:23]=[C:24]4[C:29](=[CH:30][CH:31]=3)[N:28]=[CH:27][CH:26]=[CH:25]4)[N:19]=[N:20][C:15]2=[CH:14][CH:13]=1. (6) Given the reactants [CH3:1][C:2]1[C:3]([N+:13]([O-:15])=[O:14])=[C:4]([C:8]2[NH:9][CH2:10][CH2:11][N:12]=2)[CH:5]=[CH:6][CH:7]=1, predict the reaction product. The product is: [CH3:1][C:2]1[C:3]([N+:13]([O-:15])=[O:14])=[C:4]([C:8]2[NH:9][CH:10]=[CH:11][N:12]=2)[CH:5]=[CH:6][CH:7]=1. (7) The product is: [CH:33]1([CH2:36][CH2:37][O:38][C:39]2[N:47]=[C:46]3[C:42]([N:43]=[C:44]([O:48][CH3:49])[N:45]3[CH2:52][CH2:53][CH2:54][CH:55]3[CH2:60][CH2:59][CH2:58][CH2:57][O:56]3)=[C:41]([NH2:50])[N:40]=2)[CH2:35][CH2:34]1. Given the reactants C(NC1N=C2C(N=C(OC)N2CCCC2CCOC2)=C(N)N=1)CCC.FC(F)(F)C(O)=O.[CH:33]1([CH2:36][CH2:37][O:38][C:39]2[NH:40][C:41]([NH2:50])=[C:42]3[C:46]([N:47]=2)=[N:45][C:44]([O:48][CH3:49])=[N:43]3)[CH2:35][CH2:34]1.Br[CH2:52][CH2:53][CH2:54][CH:55]1[CH2:60][CH2:59][CH2:58][CH2:57][O:56]1, predict the reaction product.